Task: Predict which catalyst facilitates the given reaction.. Dataset: Catalyst prediction with 721,799 reactions and 888 catalyst types from USPTO (1) Reactant: [CH3:1][N:2]([CH3:15])[CH2:3][CH2:4][NH:5][C:6]1[CH:7]=[C:8]([NH2:14])[C:9]([NH2:13])=[CH:10][C:11]=1[F:12].[N+:16]([C:19]1[C:20]([CH:30]=O)=[N:21][N:22]([CH:24]2[CH2:29][CH2:28][CH2:27][CH2:26][O:25]2)[CH:23]=1)([O-:18])=[O:17]. Product: [F:12][C:11]1[C:6]([NH:5][CH2:4][CH2:3][N:2]([CH3:15])[CH3:1])=[CH:7][C:8]2[NH:14][C:30]([C:20]3[C:19]([N+:16]([O-:18])=[O:17])=[CH:23][N:22]([CH:24]4[CH2:29][CH2:28][CH2:27][CH2:26][O:25]4)[N:21]=3)=[N:13][C:9]=2[CH:10]=1. The catalyst class is: 5. (2) Reactant: C(N(CC)CC)C.[C:8]([O:12][C:13](=[O:20])[NH:14][CH2:15][CH2:16][CH2:17][NH:18][CH3:19])([CH3:11])([CH3:10])[CH3:9].[Cl:21][C:22]1[N:26]=[C:25](Cl)[S:24][N:23]=1. The catalyst class is: 550. Product: [C:8]([O:12][C:13](=[O:20])[NH:14][CH2:15][CH2:16][CH2:17][N:18]([C:25]1[S:24][N:23]=[C:22]([Cl:21])[N:26]=1)[CH3:19])([CH3:11])([CH3:10])[CH3:9]. (3) Reactant: [NH2:1][CH:2]1[CH2:46][N:5]2[C:6]3[CH:7]=[CH:8][C:9]([C:13]4[C:28]([CH3:29])=[C:27]([O:30]CC5C=CC=CC=5)[C:16]([C:17]([O:19]CC5C=CC=CC=5)=[O:18])=[C:15]([O:38]CC5C=CC=CC=5)[N:14]=4)=[CH:10][C:11]=3[CH:12]=[C:4]2[CH2:3]1.[ClH:47]. Product: [ClH:47].[NH2:1][CH:2]1[CH2:46][N:5]2[C:6]3[CH:7]=[CH:8][C:9]([C:13]4[NH:14][C:15](=[O:38])[C:16]([C:17]([OH:19])=[O:18])=[C:27]([OH:30])[C:28]=4[CH3:29])=[CH:10][C:11]=3[CH:12]=[C:4]2[CH2:3]1. The catalyst class is: 19. (4) Reactant: [F:1][C:2]([F:28])([F:27])[C:3]1[CH:8]=[CH:7][C:6]([C:9]2[N:14]=[CH:13][N:12]=[C:11]([O:15][C:16]3[CH:25]=[CH:24][CH:23]=[C:22]4[C:17]=3[N:18]=[CH:19][C:20](=[O:26])[NH:21]4)[CH:10]=2)=[CH:5][CH:4]=1.[BH4-].[Na+]. Product: [F:27][C:2]([F:1])([F:28])[C:3]1[CH:8]=[CH:7][C:6]([C:9]2[N:14]=[CH:13][N:12]=[C:11]([O:15][C:16]3[CH:25]=[CH:24][CH:23]=[C:22]4[C:17]=3[NH:18][CH2:19][C:20](=[O:26])[NH:21]4)[CH:10]=2)=[CH:5][CH:4]=1. The catalyst class is: 14. (5) Reactant: Br[CH:2]([CH:8](Br)[C:9]([C:11]1[CH:16]=[CH:15][C:14]([O:17][CH3:18])=[C:13]([O:19][CH3:20])[CH:12]=1)=[O:10])[C:3]([O:5][CH2:6][CH3:7])=[O:4].C(N(CC)CC)C.COC1C=C(C(=O)C#CC(OC)=O)C=CC=1OC. Product: [CH3:20][O:19][C:13]1[CH:12]=[C:11]([C:9](=[O:10])[C:8]#[C:2][C:3]([O:5][CH2:6][CH3:7])=[O:4])[CH:16]=[CH:15][C:14]=1[O:17][CH3:18]. The catalyst class is: 2. (6) Reactant: [NH2:1][C:2]1[CH:7]=[C:6]([Cl:8])[CH:5]=[CH:4][C:3]=1[OH:9].[CH3:10]C1C=CC(S(O)(=O)=O)=CC=1.CC(OO)=O. Product: [Cl:8][C:6]1[CH:5]=[CH:4][C:3]2[O:9][CH:10]=[N:1][C:2]=2[CH:7]=1. The catalyst class is: 1. (7) Reactant: [N+:1]([C:4]1[CH:5]=[C:6]2[C:10](=[CH:11][CH:12]=1)[NH:9][C:8]([CH2:13][C:14]([NH2:16])=[O:15])=[C:7]2[S:17]([C:20]1[CH:25]=[CH:24][CH:23]=[CH:22][CH:21]=1)(=[O:19])=[O:18])([O-])=O. Product: [N:1]1([C:4]2[CH:5]=[C:6]3[C:10](=[CH:11][CH:12]=2)[NH:9][C:8]([CH2:13][C:14]([NH2:16])=[O:15])=[C:7]3[S:17]([C:20]2[CH:25]=[CH:24][CH:23]=[CH:22][CH:21]=2)(=[O:19])=[O:18])[CH:11]=[CH:12][CH:4]=[CH:5]1. The catalyst class is: 8.